From a dataset of Forward reaction prediction with 1.9M reactions from USPTO patents (1976-2016). Predict the product of the given reaction. (1) The product is: [CH3:1][O:2][C:3](=[O:21])[C:4]1[CH:5]=[CH:6][C:7]([C:10]2[NH:14][C:13]3[C:15]([CH:34]=[O:35])=[C:16]([O:19][CH3:20])[CH:17]=[CH:18][C:12]=3[N:11]=2)=[CH:8][CH:9]=1. Given the reactants [CH3:1][O:2][C:3](=[O:21])[C:4]1[CH:9]=[CH:8][C:7]([C:10]2[NH:14][C:13]3[CH:15]=[C:16]([O:19][CH3:20])[CH:17]=[CH:18][C:12]=3[N:11]=2)=[CH:6][CH:5]=1.C1N2CN3CN(C2)CN1C3.FC(F)(F)[C:34](O)=[O:35], predict the reaction product. (2) Given the reactants C1(CC(Cl)=O)CCCCC1.[CH:11]1([CH2:17][C:18]([N:20]=[C:21]=[S:22])=[O:19])[CH2:16][CH2:15][CH2:14][CH2:13][CH2:12]1.[CH3:23][O:24][C:25]1[CH:26]=[C:27]2[C:32](=[CH:33][C:34]=1[O:35][CH3:36])[N:31]=[CH:30][CH:29]=[C:28]2[O:37][C:38]1[CH:44]=[CH:43][C:41]([NH2:42])=[CH:40][CH:39]=1.C1(C)C=CC=CC=1, predict the reaction product. The product is: [CH:11]1([CH2:17][C:18]([N:20]=[C:21]=[S:22])=[O:19])[CH2:16][CH2:15][CH2:14][CH2:13][CH2:12]1.[CH:11]1([CH2:17][C:18]([NH:20][C:21]([NH:42][C:41]2[CH:43]=[CH:44][C:38]([O:37][C:28]3[C:27]4[C:32](=[CH:33][C:34]([O:35][CH3:36])=[C:25]([O:24][CH3:23])[CH:26]=4)[N:31]=[CH:30][CH:29]=3)=[CH:39][CH:40]=2)=[S:22])=[O:19])[CH2:16][CH2:15][CH2:14][CH2:13][CH2:12]1. (3) Given the reactants [C:1]([O:5][C:6](=[O:33])[NH:7][C@H:8]([CH3:32])[C:9]([NH:11][NH:12][C:13]([C@@H:15]1[CH2:21][CH2:20][C@@H:19]2[CH2:22][N:16]1[C:17](=[O:31])[N:18]2[O:23]CC1C=CC=CC=1)=[O:14])=[O:10])([CH3:4])([CH3:3])[CH3:2], predict the reaction product. The product is: [C:1]([O:5][C:6](=[O:33])[NH:7][C@H:8]([CH3:32])[C:9]([NH:11][NH:12][C:13]([C@@H:15]1[CH2:21][CH2:20][C@@H:19]2[CH2:22][N:16]1[C:17](=[O:31])[N:18]2[OH:23])=[O:14])=[O:10])([CH3:4])([CH3:2])[CH3:3]. (4) Given the reactants [F:1][C:2]([F:11])([F:10])[C:3]1[CH:4]=[C:5]([NH2:9])[CH:6]=[N:7][CH:8]=1.CN1CCCC1.Cl[C:19]([O:21][C:22]([CH3:24])=[CH2:23])=[O:20].CCOC(C)=O, predict the reaction product. The product is: [F:11][C:2]([F:1])([F:10])[C:3]1[CH:4]=[C:5]([NH:9][C:19](=[O:20])[O:21][C:22]([CH3:24])=[CH2:23])[CH:6]=[N:7][CH:8]=1. (5) The product is: [Cl:31][C:19]1[C:20]([C:22]2[C:30]3[C:25](=[CH:26][CH:27]=[CH:28][CH:29]=3)[NH:24][CH:23]=2)=[N:21][C:16]([NH:15][CH:11]2[CH2:12][CH2:13][CH2:14][C:9]([NH:8][C:6](=[O:7])[C:5]3[CH:33]=[CH:34][C:2]([NH:1][C:48](=[O:49])/[CH:47]=[CH:43]/[CH2:41][N:37]([CH3:36])[CH3:38])=[CH:3][CH:4]=3)([CH3:32])[CH2:10]2)=[N:17][CH:18]=1. Given the reactants [NH2:1][C:2]1[CH:34]=[CH:33][C:5]([C:6]([NH:8][C:9]2([CH3:32])[CH2:14][CH2:13][CH2:12][CH:11]([NH:15][C:16]3[N:21]=[C:20]([C:22]4[C:30]5[C:25](=[CH:26][CH:27]=[CH:28][CH:29]=5)[NH:24][CH:23]=4)[C:19]([Cl:31])=[CH:18][N:17]=3)[CH2:10]2)=[O:7])=[CH:4][CH:3]=1.C[CH2:36][N:37]([CH:41]([CH3:43])C)[CH:38](C)C.BrC/C=[CH:47]/[C:48](Cl)=[O:49].C(Cl)Cl.CNC, predict the reaction product. (6) Given the reactants [CH2:1]([N:3]1[C:7]2=[N:8][C:9]([CH2:32][CH3:33])=[C:10]([CH2:19][NH:20][C:21](=[O:31])[C:22]3[CH:27]=[CH:26][C:25]([N+:28]([O-])=O)=[CH:24][CH:23]=3)[C:11]([NH:12][CH:13]3[CH2:18][CH2:17][O:16][CH2:15][CH2:14]3)=[C:6]2[CH:5]=[N:4]1)[CH3:2], predict the reaction product. The product is: [NH2:28][C:25]1[CH:26]=[CH:27][C:22]([C:21]([NH:20][CH2:19][C:10]2[C:11]([NH:12][CH:13]3[CH2:14][CH2:15][O:16][CH2:17][CH2:18]3)=[C:6]3[CH:5]=[N:4][N:3]([CH2:1][CH3:2])[C:7]3=[N:8][C:9]=2[CH2:32][CH3:33])=[O:31])=[CH:23][CH:24]=1. (7) Given the reactants [F:1][C:2]1[CH:8]=[CH:7][C:6]([C:9]2[CH:34]=[CH:33][C:12]3[N:13]=[C:14]([C:16]4[N:20](COCC[Si](C)(C)C)[C:19]5[CH:29]=[CH:30][CH:31]=[CH:32][C:18]=5[N:17]=4)[O:15][C:11]=3[CH:10]=2)=[CH:5][C:3]=1[NH2:4].[CH2:35]([S:37](Cl)(=[O:39])=[O:38])[CH3:36], predict the reaction product. The product is: [NH:20]1[C:19]2[CH:29]=[CH:30][CH:31]=[CH:32][C:18]=2[N:17]=[C:16]1[C:14]1[O:15][C:11]2[CH:10]=[C:9]([C:6]3[CH:7]=[CH:8][C:2]([F:1])=[C:3]([NH:4][S:37]([CH2:35][CH3:36])(=[O:39])=[O:38])[CH:5]=3)[CH:34]=[CH:33][C:12]=2[N:13]=1. (8) Given the reactants [Cu][C:2]#[N:3].Br[C:5]1[C:15]2[N:14]3[CH2:16][CH2:17][CH2:18][C@@H:19]([NH:20][C:21](=[O:26])[C:22]([F:25])([F:24])[F:23])[C@H:13]3[C:12]3[CH:27]=[CH:28][CH:29]=[CH:30][C:11]=3[O:10][C:9]=2[CH:8]=[CH:7][CH:6]=1.O, predict the reaction product. The product is: [F:25][C:22]([F:23])([F:24])[C:21]([NH:20][C@H:19]1[C@@H:13]2[N:14]([C:15]3[C:5]([C:2]#[N:3])=[CH:6][CH:7]=[CH:8][C:9]=3[O:10][C:11]3[CH:30]=[CH:29][CH:28]=[CH:27][C:12]=32)[CH2:16][CH2:17][CH2:18]1)=[O:26].